Dataset: Catalyst prediction with 721,799 reactions and 888 catalyst types from USPTO. Task: Predict which catalyst facilitates the given reaction. (1) Reactant: [Br:1][C:2]1[CH:3]=[CH:4][C:5]([C:8](=[N:10][OH:11])[NH2:9])=[N:6][CH:7]=1.[C:12](OC(=O)C)(=O)[CH3:13]. Product: [Br:1][C:2]1[CH:3]=[CH:4][C:5]([C:8]2[N:9]=[C:12]([CH3:13])[O:11][N:10]=2)=[N:6][CH:7]=1. The catalyst class is: 15. (2) Reactant: [F:1][C:2]1[CH:7]=[CH:6][C:5]([Mg]Br)=[CH:4][CH:3]=1.[F:10][C:11]1[CH:25]=[CH:24][CH:23]=[CH:22][C:12]=1[C:13]([C:15]1[CH:20]=[CH:19][C:18]([F:21])=[CH:17][CH:16]=1)=[O:14]. Product: [F:1][C:2]1[CH:7]=[CH:6][C:5]([C:13]([C:15]2[CH:16]=[CH:17][C:18]([F:21])=[CH:19][CH:20]=2)([C:12]2[CH:22]=[CH:23][CH:24]=[CH:25][C:11]=2[F:10])[OH:14])=[CH:4][CH:3]=1. The catalyst class is: 282.